Task: Predict the product of the given reaction.. Dataset: Forward reaction prediction with 1.9M reactions from USPTO patents (1976-2016) Given the reactants [OH-].[K+].[Cl:3][C:4]1[CH:9]=[CH:8][C:7]([C:10]2[C:11]([C:16]([O:18]C)=[O:17])=[CH:12][CH:13]=[CH:14][CH:15]=2)=[CH:6][C:5]=1[C:20]([NH:22][CH2:23][CH:24]1[CH2:29][CH2:28][CH2:27][CH2:26][CH2:25]1)=[O:21], predict the reaction product. The product is: [Cl:3][C:4]1[CH:9]=[CH:8][C:7]([C:10]2[C:11]([C:16]([OH:18])=[O:17])=[CH:12][CH:13]=[CH:14][CH:15]=2)=[CH:6][C:5]=1[C:20]([NH:22][CH2:23][CH:24]1[CH2:29][CH2:28][CH2:27][CH2:26][CH2:25]1)=[O:21].